Dataset: Reaction yield outcomes from USPTO patents with 853,638 reactions. Task: Predict the reaction yield, written as a fraction of the theoretical maximum amount of product (1.0 means a 100% yield; for example, 0.34 means a 34% yield). The reactants are [C:1]([C:3]1[CH:4]=[C:5]2[C:10](=[CH:11][C:12]=1[O:13][CH2:14][CH2:15][O:16][CH3:17])[N:9]=[CH:8][CH:7]=[C:6]2[O:18][C:19]1[CH:24]=[CH:23][C:22]([NH:25][C:26](=O)[O:27]C2C=CC=CC=2)=[C:21]([F:35])[CH:20]=1)#[N:2].[NH2:36][C:37]1[S:38][CH:39]=[CH:40][N:41]=1.C(N(CC)CC)C.O. The catalyst is CN(C)C=O. The product is [C:1]([C:3]1[CH:4]=[C:5]2[C:10](=[CH:11][C:12]=1[O:13][CH2:14][CH2:15][O:16][CH3:17])[N:9]=[CH:8][CH:7]=[C:6]2[O:18][C:19]1[CH:24]=[CH:23][C:22]([NH:25][C:26]([NH:36][C:37]2[S:38][CH:39]=[CH:40][N:41]=2)=[O:27])=[C:21]([F:35])[CH:20]=1)#[N:2]. The yield is 0.570.